This data is from Full USPTO retrosynthesis dataset with 1.9M reactions from patents (1976-2016). The task is: Predict the reactants needed to synthesize the given product. (1) Given the product [CH2:39]([O:38][C:33](=[O:37])[CH2:34][CH:35]1[S:32][C:30]([C:18]2[NH:19][C:20]3[C:16]([CH:17]=2)=[CH:15][C:14]([O:13][C:10]2[CH:11]=[N:12][C:7]([CH2:6][O:5][CH2:4][CH2:3][O:2][CH3:1])=[CH:8][CH:9]=2)=[CH:22][C:21]=3[O:23][CH:24]2[CH2:25][CH2:26][O:27][CH2:28][CH2:29]2)=[N:31][CH2:36]1)[CH3:40], predict the reactants needed to synthesize it. The reactants are: [CH3:1][O:2][CH2:3][CH2:4][O:5][CH2:6][C:7]1[N:12]=[CH:11][C:10]([O:13][C:14]2[CH:15]=[C:16]3[C:20](=[C:21]([O:23][CH:24]4[CH2:29][CH2:28][O:27][CH2:26][CH2:25]4)[CH:22]=2)[NH:19][C:18]([C:30](=[S:32])[NH2:31])=[CH:17]3)=[CH:9][CH:8]=1.[C:33]([O:38][CH2:39][CH3:40])(=[O:37])[C:34]#[C:35][CH3:36].C(P(CCCC)CCCC)CCC.C(OCC)(=O)C. (2) Given the product [F:29][C:28]([F:31])([F:30])[C:26]([OH:32])=[O:27].[Cl:23][C:19]1[C:18]([F:24])=[C:17]([CH:22]=[CH:21][CH:20]=1)[CH2:16][NH:15][C:14]([C@@H:9]1[CH2:10][C@@H:11]([F:13])[CH2:12][NH:8]1)=[O:25], predict the reactants needed to synthesize it. The reactants are: C(OC([N:8]1[CH2:12][C@H:11]([F:13])[CH2:10][C@H:9]1[C:14](=[O:25])[NH:15][CH2:16][C:17]1[CH:22]=[CH:21][CH:20]=[C:19]([Cl:23])[C:18]=1[F:24])=O)(C)(C)C.[C:26]([OH:32])([C:28]([F:31])([F:30])[F:29])=[O:27].